From a dataset of Catalyst prediction with 721,799 reactions and 888 catalyst types from USPTO. Predict which catalyst facilitates the given reaction. (1) Reactant: [NH:1]1[C:9]2[CH:8]=[CH:7][CH:6]=[C:5]([C:10]#[N:11])[C:4]=2[CH:3]=[N:2]1.[OH-].[K+].[I:14]I. Product: [I:14][C:3]1[C:4]2[C:5]([C:10]#[N:11])=[CH:6][CH:7]=[CH:8][C:9]=2[NH:1][N:2]=1. The catalyst class is: 3. (2) Reactant: C([O:3][C:4](=[O:17])[C:5]([C:7]1[CH:12]=[CH:11][C:10]([S:13][CH:14]([CH3:16])[CH3:15])=[CH:9][CH:8]=1)=[O:6])C.[OH-].[Na+].Cl. Product: [CH:14]([S:13][C:10]1[CH:11]=[CH:12][C:7]([C:5](=[O:6])[C:4]([OH:17])=[O:3])=[CH:8][CH:9]=1)([CH3:16])[CH3:15]. The catalyst class is: 11. (3) Reactant: [N:1]1([CH2:7][CH2:8][O:9][C:10]2[C:19]3[C:14](=[CH:15][CH:16]=[CH:17][CH:18]=3)[C:13]([NH2:20])=[CH:12][CH:11]=2)[CH2:6][CH2:5][O:4][CH2:3][CH2:2]1.[F:21][C:22]1[CH:23]=[C:24]([CH:28]=[C:29]([N:31]2[CH2:36][CH2:35][CH:34]([CH3:37])[CH2:33][CH2:32]2)[CH:30]=1)[C:25](O)=[O:26].CC1CCNCC1.CN(C(ON1N=NC2C=CC=CC1=2)=[N+](C)C)C.F[P-](F)(F)(F)(F)F.C(NC(C)C)(C)C. Product: [F:21][C:22]1[CH:23]=[C:24]([CH:28]=[C:29]([N:31]2[CH2:36][CH2:35][CH:34]([CH3:37])[CH2:33][CH2:32]2)[CH:30]=1)[C:25]([NH:20][C:13]1[C:14]2[C:19](=[CH:18][CH:17]=[CH:16][CH:15]=2)[C:10]([O:9][CH2:8][CH2:7][N:1]2[CH2:6][CH2:5][O:4][CH2:3][CH2:2]2)=[CH:11][CH:12]=1)=[O:26]. The catalyst class is: 85. (4) Product: [CH2:29]([NH:41][O:25][C:24](=[O:26])[CH2:23][CH2:22][CH2:21][CH2:20][CH2:19][CH2:18][C:17]([NH:16][C:13]1[CH:12]=[CH:11][C:10]([CH2:9][NH:8][C:6](=[O:7])[O:5][C:1]([CH3:4])([CH3:2])[CH3:3])=[CH:15][CH:14]=1)=[O:27])[C:30]1[CH:35]=[CH:34][CH:33]=[CH:32][CH:31]=1. Reactant: [C:1]([O:5][C:6]([NH:8][CH2:9][C:10]1[CH:15]=[CH:14][C:13]([NH:16][C:17](=[O:27])[CH2:18][CH2:19][CH2:20][CH2:21][CH2:22][CH2:23][C:24]([OH:26])=[O:25])=[CH:12][CH:11]=1)=[O:7])([CH3:4])([CH3:3])[CH3:2].Cl.[CH2:29](ON)[C:30]1[CH:35]=[CH:34][CH:33]=[CH:32][CH:31]=1.C([N:41](C(C)C)CC)(C)C.F[P-](F)(F)(F)(F)F.Br[P+](N1CCCC1)(N1CCCC1)N1CCCC1. The catalyst class is: 35.